This data is from Full USPTO retrosynthesis dataset with 1.9M reactions from patents (1976-2016). The task is: Predict the reactants needed to synthesize the given product. Given the product [CH:1]1([C:4]2[CH:5]=[N:6][C:7]([NH:13][C:14]3[CH:15]=[C:16]4[C:20](=[C:21]([CH2:23][CH2:24][CH2:25][O:26][CH3:27])[CH:22]=3)[N:19]([CH3:28])[CH:18]=[CH:17]4)=[C:8]([CH:12]=2)[C:9]([OH:11])=[O:10])[CH2:2][CH2:3]1, predict the reactants needed to synthesize it. The reactants are: [CH:1]1([C:4]2[CH:5]=[N:6][C:7]([NH:13][C:14]3[CH:15]=[C:16]4[C:20](=[C:21](/[CH:23]=[CH:24]/[CH2:25][O:26][CH3:27])[CH:22]=3)[N:19]([CH3:28])[CH:18]=[CH:17]4)=[C:8]([CH:12]=2)[C:9]([OH:11])=[O:10])[CH2:3][CH2:2]1.